From a dataset of Full USPTO retrosynthesis dataset with 1.9M reactions from patents (1976-2016). Predict the reactants needed to synthesize the given product. (1) The reactants are: FC(F)(F)S(O[C:7]1[CH2:12][CH2:11][N:10]([C:13]([O:15][C:16]([CH3:19])([CH3:18])[CH3:17])=[O:14])[CH2:9][C:8]=1[C:20]([O:22][CH2:23][CH3:24])=[O:21])(=O)=O.[F:27][C:28]1[CH:33]=[CH:32][C:31](B(O)O)=[CH:30][CH:29]=1.C(=O)([O-])[O-].[Na+].[Na+]. Given the product [F:27][C:28]1[CH:33]=[CH:32][C:31]([C:7]2[CH2:12][CH2:11][N:10]([C:13]([O:15][C:16]([CH3:17])([CH3:18])[CH3:19])=[O:14])[CH2:9][C:8]=2[C:20]([O:22][CH2:23][CH3:24])=[O:21])=[CH:30][CH:29]=1, predict the reactants needed to synthesize it. (2) Given the product [C:17]([O:16][C:14]([NH:13][C@@H:5]([CH2:6][C:7]1[CH:8]=[CH:9][CH:10]=[CH:11][CH:12]=1)[C@@H:4]([OH:21])[CH2:3][OH:2])=[O:15])([CH3:20])([CH3:18])[CH3:19], predict the reactants needed to synthesize it. The reactants are: C[O:2][C:3](=O)[C@H:4]([OH:21])[C@@H:5]([NH:13][C:14]([O:16][C:17]([CH3:20])([CH3:19])[CH3:18])=[O:15])[CH2:6][C:7]1[CH:12]=[CH:11][CH:10]=[CH:9][CH:8]=1.[BH4-].[Na+].Cl.O. (3) Given the product [CH3:15][NH:14][C:4]1[N:5]=[C:6]([C:8]2[CH:9]=[CH:10][CH:11]=[CH:12][CH:13]=2)[N:7]=[C:2]([N:16]2[CH2:21][CH2:20][CH:19]([C:22]([OH:24])=[O:23])[CH2:18][CH2:17]2)[N:3]=1, predict the reactants needed to synthesize it. The reactants are: Cl[C:2]1[N:7]=[C:6]([C:8]2[CH:13]=[CH:12][CH:11]=[CH:10][CH:9]=2)[N:5]=[C:4]([NH:14][CH3:15])[N:3]=1.[NH:16]1[CH2:21][CH2:20][CH:19]([C:22]([OH:24])=[O:23])[CH2:18][CH2:17]1.[OH-].[Na+]. (4) Given the product [O:9]=[CH:8][CH2:7][O:6][C:1](=[O:5])[CH2:2][CH2:3][CH3:4], predict the reactants needed to synthesize it. The reactants are: [C:1]([O:6][CH2:7][CH:8](OCC)[O:9]CC)(=[O:5])[CH2:2][CH2:3][CH3:4].C(O)(C(F)(F)F)=O.O. (5) Given the product [CH2:38]([O:37][C:35](=[O:36])[NH:1][C@H:2]1[CH2:7][CH2:6][C@H:5]([NH:8][C:9]([C:11]2[C:15]3[N:16]=[CH:17][N:18]=[C:19]([C:20]4[C:28]5[O:27][CH2:26][O:25][C:24]=5[CH:23]=[CH:22][C:21]=4[O:29][CH2:30][CH:31]4[CH2:33][CH2:32]4)[C:14]=3[NH:13][CH:12]=2)=[O:10])[CH2:4][CH2:3]1)[CH3:39], predict the reactants needed to synthesize it. The reactants are: [NH2:1][C@H:2]1[CH2:7][CH2:6][C@H:5]([NH:8][C:9]([C:11]2[C:15]3[N:16]=[CH:17][N:18]=[C:19]([C:20]4[C:28]5[O:27][CH2:26][O:25][C:24]=5[CH:23]=[CH:22][C:21]=4[O:29][CH2:30][CH:31]4[CH2:33][CH2:32]4)[C:14]=3[NH:13][CH:12]=2)=[O:10])[CH2:4][CH2:3]1.Cl[C:35]([O:37][CH2:38][CH3:39])=[O:36]. (6) Given the product [N:17]1[CH:18]=[CH:19][CH:20]=[CH:21][C:16]=1[NH:15][C:14]1[N:13]=[C:12]([C:22]2[CH:27]=[CH:26][CH:25]=[CH:24][N:23]=2)[CH:11]=[CH:10][C:9]=1[OH:8], predict the reactants needed to synthesize it. The reactants are: C([O:8][C:9]1[CH:10]=[CH:11][C:12]([C:22]2[CH:27]=[CH:26][CH:25]=[CH:24][N:23]=2)=[N:13][C:14]=1[NH:15][C:16]1[CH:21]=[CH:20][CH:19]=[CH:18][N:17]=1)C1C=CC=CC=1. (7) Given the product [CH3:1][S:2]([C:5]1[CH:10]=[CH:9][CH:8]=[CH:7][C:6]=1[C:11]1[C:12]2[N:13]([N:17]=[C:18]([NH:20][C:22]3[CH:27]=[CH:26][CH:25]=[C:24]([N:28]4[CH2:33][CH2:32][N:31]([CH3:34])[CH2:30][CH2:29]4)[CH:23]=3)[N:19]=2)[CH:14]=[CH:15][CH:16]=1)(=[O:3])=[O:4], predict the reactants needed to synthesize it. The reactants are: [CH3:1][S:2]([C:5]1[CH:10]=[CH:9][CH:8]=[CH:7][C:6]=1[C:11]1[C:12]2[N:13]([N:17]=[C:18]([NH2:20])[N:19]=2)[CH:14]=[CH:15][CH:16]=1)(=[O:4])=[O:3].Br[C:22]1[CH:23]=[C:24]([N:28]2[CH2:33][CH2:32][N:31]([CH3:34])[CH2:30][CH2:29]2)[CH:25]=[CH:26][CH:27]=1.C1(P(C2CCCCC2)C2C=CC=CC=2C2C=CC=CC=2P(C2CCCCC2)C2CCCCC2)CCCCC1.